From a dataset of Full USPTO retrosynthesis dataset with 1.9M reactions from patents (1976-2016). Predict the reactants needed to synthesize the given product. (1) Given the product [F:8][C:5]1[CH:6]=[CH:7][C:2]([CH:17]=[O:18])=[N:3][CH:4]=1, predict the reactants needed to synthesize it. The reactants are: Br[C:2]1[CH:7]=[CH:6][C:5]([F:8])=[CH:4][N:3]=1.C([Li])CCC.CN([CH:17]=[O:18])C.[Cl-].[NH4+]. (2) Given the product [CH3:1][O:2][CH2:3][CH2:4][O:5][CH2:6][O:7][CH2:8][CH2:9][O:10][C:11]1[CH:12]=[CH:13][C:14]([NH:15][CH3:22])=[CH:16][CH:17]=1, predict the reactants needed to synthesize it. The reactants are: [CH3:1][O:2][CH2:3][CH2:4][O:5][CH2:6][O:7][CH2:8][CH2:9][O:10][C:11]1[CH:17]=[CH:16][C:14]([NH2:15])=[CH:13][CH:12]=1.C=O.[BH-](OC(C)=O)(OC(C)=O)O[C:22](C)=O.[Na+].CCCCCC.C(OCC)(=O)C. (3) Given the product [Br:10][CH2:11][CH2:12][CH2:13][O:1][C:2]1[CH:9]=[CH:8][C:5]([C:6]#[N:7])=[CH:4][CH:3]=1, predict the reactants needed to synthesize it. The reactants are: [OH:1][C:2]1[CH:9]=[CH:8][C:5]([C:6]#[N:7])=[CH:4][CH:3]=1.[Br:10][CH2:11][CH2:12][CH2:13]Br.C([O-])([O-])=O.[Cs+].[Cs+]. (4) Given the product [CH3:19][N:20]1[CH2:25][CH2:24][CH:23]([O:26][C:2]2[CH:7]=[C:6]([C:8]3[CH:13]=[CH:12][CH:11]=[CH:10][CH:9]=3)[C:5]([N+:14]([O-:16])=[O:15])=[CH:4][CH:3]=2)[CH2:22][CH2:21]1, predict the reactants needed to synthesize it. The reactants are: F[C:2]1[CH:3]=[CH:4][C:5]([N+:14]([O-:16])=[O:15])=[C:6]([C:8]2[CH:13]=[CH:12][CH:11]=[CH:10][CH:9]=2)[CH:7]=1.[OH-].[K+].[CH3:19][N:20]1[CH2:25][CH2:24][CH:23]([OH:26])[CH2:22][CH2:21]1. (5) Given the product [F:2][C:3]1[CH:11]=[CH:10][C:6]([C:7]([N:28]2[CH2:29][CH2:30][C:25]([OH:31])([CH2:24][C:19]3[CH:20]=[CH:21][CH:22]=[CH:23][N:18]=3)[CH2:26][CH2:27]2)=[O:9])=[C:5]([C:12]2[CH:17]=[CH:16][N:15]=[CH:14][CH:13]=2)[CH:4]=1, predict the reactants needed to synthesize it. The reactants are: Cl.[F:2][C:3]1[CH:11]=[CH:10][C:6]([C:7]([OH:9])=O)=[C:5]([C:12]2[CH:17]=[CH:16][N:15]=[CH:14][CH:13]=2)[CH:4]=1.[N:18]1[CH:23]=[CH:22][CH:21]=[CH:20][C:19]=1[CH2:24][C:25]1([OH:31])[CH2:30][CH2:29][NH:28][CH2:27][CH2:26]1.CN(C(ON1N=NC2C=CC=NC1=2)=[N+](C)C)C.F[P-](F)(F)(F)(F)F.C(N(CC)CC)C.